Dataset: Forward reaction prediction with 1.9M reactions from USPTO patents (1976-2016). Task: Predict the product of the given reaction. (1) Given the reactants [OH-].[Li+].[Cl:3][C:4]1[CH:30]=[CH:29][CH:28]=[C:27]([Cl:31])[C:5]=1[C:6]([NH:8][C@H:9]([C:23]([O:25]C)=[O:24])[CH2:10][C:11]1[CH:16]=[CH:15][C:14]([CH:17]2[CH2:22][CH2:21][O:20][CH2:19][CH2:18]2)=[CH:13][CH:12]=1)=[O:7].C(#N)C, predict the reaction product. The product is: [Cl:3][C:4]1[CH:30]=[CH:29][CH:28]=[C:27]([Cl:31])[C:5]=1[C:6]([NH:8][C@H:9]([C:23]([OH:25])=[O:24])[CH2:10][C:11]1[CH:12]=[CH:13][C:14]([CH:17]2[CH2:22][CH2:21][O:20][CH2:19][CH2:18]2)=[CH:15][CH:16]=1)=[O:7]. (2) Given the reactants FC(F)(F)S(O)(=O)=O.Cl.[N+:10]([C:13]1[CH:14]=[C:15]([C:19]2[CH2:24][CH2:23][CH2:22][CH2:21][C:20]=2[CH2:25][S:26][C:27](=[NH:29])[NH2:28])[CH:16]=[CH:17][CH:18]=1)([O-:12])=[O:11].C(=O)(O)[O-].[Na+].CCOCC, predict the reaction product. The product is: [N+:10]([C:13]1[CH:14]=[C:15]([C@:19]23[CH2:24][CH2:23][CH2:22][CH2:21][C@H:20]2[CH2:25][S:26][C:27]([NH2:28])=[N:29]3)[CH:16]=[CH:17][CH:18]=1)([O-:12])=[O:11]. (3) The product is: [Br:16][C@H:10]([CH2:9][CH2:8][N:3]1[C:2](=[O:1])[CH2:6][CH2:5][C:4]1=[O:7])[C:11]([OH:13])=[O:12]. Given the reactants [O:1]=[C:2]1[CH2:6][CH2:5][C:4](=[O:7])[N:3]1[CH2:8][CH2:9][C@H:10](O)[C:11]([OH:13])=[O:12].O.[BrH:16].C(O)(=O)C, predict the reaction product. (4) Given the reactants Cl[C:2]1[N:7]=[C:6]([NH:8][C@@H:9]([CH:11]2[CH2:13][CH2:12]2)[CH3:10])[N:5]=[C:4]([NH:14][C@@H:15]([CH:17]2[CH2:19][CH2:18]2)[CH3:16])[N:3]=1.[N:20]1[CH:25]=[CH:24][C:23](B(O)O)=[CH:22][CH:21]=1.C([O-])([O-])=O.[K+].[K+], predict the reaction product. The product is: [CH:17]1([C@H:15]([NH:14][C:4]2[N:5]=[C:6]([NH:8][C@@H:9]([CH:11]3[CH2:13][CH2:12]3)[CH3:10])[N:7]=[C:2]([C:23]3[CH:24]=[CH:25][N:20]=[CH:21][CH:22]=3)[N:3]=2)[CH3:16])[CH2:19][CH2:18]1.